Predict the product of the given reaction. From a dataset of Forward reaction prediction with 1.9M reactions from USPTO patents (1976-2016). (1) Given the reactants [CH3:1][C:2]1([CH3:12])[C:6]2=[C:7]([OH:11])[CH:8]=[CH:9][CH:10]=[C:5]2[O:4][CH2:3]1.CN(C=O)C.F[C:19]1[N:24]=[CH:23][C:22]([N:25]2[C:29](=[O:30])[NH:28][N:27]=[C:26]2[CH3:31])=[CH:21][C:20]=1[CH3:32], predict the reaction product. The product is: [CH3:1][C:2]1([CH3:12])[C:6]2[C:7]([O:11][C:19]3[N:24]=[CH:23][C:22]([N:25]4[C:26]([CH3:31])=[N:27][NH:28][C:29]4=[O:30])=[CH:21][C:20]=3[CH3:32])=[CH:8][CH:9]=[CH:10][C:5]=2[O:4][CH2:3]1. (2) Given the reactants [F:1][C:2]([F:22])([F:21])[C:3]1([C:8]([N:10]2[CH2:15][CH2:14][CH:13]([C:16](OCC)=[O:17])[CH2:12][CH2:11]2)=O)[CH2:7][CH2:6][CH2:5][CH2:4]1.[H-].[H-].[H-].[H-].[Li+].[Al+3], predict the reaction product. The product is: [F:22][C:2]([F:1])([F:21])[C:3]1([CH2:8][N:10]2[CH2:11][CH2:12][CH:13]([CH2:16][OH:17])[CH2:14][CH2:15]2)[CH2:4][CH2:5][CH2:6][CH2:7]1. (3) Given the reactants [CH3:1][C@:2]1([NH:20][C:21](=[O:27])[O:22][C:23]([CH3:26])([CH3:25])[CH3:24])[CH2:6][CH2:5][N:4]([C@@H:7]([C:12]2[CH:13]=[N:14][C:15]([NH:18][NH2:19])=[CH:16][CH:17]=2)[C:8]([F:11])([F:10])[F:9])[CH2:3]1.[CH2:28]([O:30][C:31]1[CH:40]=[C:39]2[C:34]([CH:35]=[CH:36][C:37]([CH:41]=O)=[N:38]2)=[CH:33][C:32]=1[F:43])[CH3:29], predict the reaction product. The product is: [CH2:28]([O:30][C:31]1[CH:40]=[C:39]2[C:34]([CH:35]=[CH:36][C:37](/[CH:41]=[N:19]/[NH:18][C:15]3[N:14]=[CH:13][C:12]([C@H:7]([N:4]4[CH2:5][CH2:6][C@@:2]([NH:20][C:21](=[O:27])[O:22][C:23]([CH3:26])([CH3:25])[CH3:24])([CH3:1])[CH2:3]4)[C:8]([F:9])([F:10])[F:11])=[CH:17][CH:16]=3)=[N:38]2)=[CH:33][C:32]=1[F:43])[CH3:29].